Dataset: Forward reaction prediction with 1.9M reactions from USPTO patents (1976-2016). Task: Predict the product of the given reaction. (1) The product is: [C:13]([C@@:10]1([CH:15]2[CH2:17][CH2:16]2)[CH2:11][CH2:12][N:8]([C:6]2[CH:5]=[CH:4][N:3]=[C:2]([NH:1][C:20]3[CH:29]=[C:28]([CH3:30])[C:23]([C:24]([NH:26][CH3:27])=[O:25])=[CH:22][N:21]=3)[CH:7]=2)[C:9]1=[O:18])#[N:14]. Given the reactants [NH2:1][C:2]1[CH:7]=[C:6]([N:8]2[CH2:12][CH2:11][C@:10]([CH:15]3[CH2:17][CH2:16]3)([C:13]#[N:14])[C:9]2=[O:18])[CH:5]=[CH:4][N:3]=1.Cl[C:20]1[CH:29]=[C:28]([CH3:30])[C:23]([C:24]([NH:26][CH3:27])=[O:25])=[CH:22][N:21]=1.C(=O)([O-])[O-].[K+].[K+].C1(P(C2CCCCC2)C2C(OC)=CC=C(OC)C=2C2C(C(C)C)=CC(C(C)C)=CC=2C(C)C)CCCCC1.C(=O)([O-])O.[Na+], predict the reaction product. (2) Given the reactants [NH2:1][C:2]1[C:10]2[C:5](=[N:6][C:7]([N:17]3[CH2:22][CH2:21][O:20][CH2:19][CH2:18]3)=[C:8]3[CH2:14][O:13][C:12]([CH3:16])([CH3:15])[CH2:11][C:9]3=2)[O:4][C:3]=1[C:23]([O:25][CH2:26][CH3:27])=[O:24], predict the reaction product. The product is: [CH2:3]([O:4]/[CH:5]=[N:1]/[C:2]1[C:10]2[C:5](=[N:6][C:7]([N:17]3[CH2:22][CH2:21][O:20][CH2:19][CH2:18]3)=[C:8]3[CH2:14][O:13][C:12]([CH3:16])([CH3:15])[CH2:11][C:9]3=2)[O:4][C:3]=1[C:23]([O:25][CH2:26][CH3:27])=[O:24])[CH3:2]. (3) The product is: [CH3:19][N:20]1[CH:7]([C:4]2[CH:5]=[CH:6][N:1]=[CH:2][CH:3]=2)[CH2:8][C:9](=[O:18])[CH2:10][CH:11]1[C:12]1[CH:13]=[CH:14][N:15]=[CH:16][CH:17]=1. Given the reactants [N:1]1[CH:6]=[CH:5][C:4](/[CH:7]=[CH:8]/[C:9](=[O:18])/[CH:10]=[CH:11]/[C:12]2[CH:17]=[CH:16][N:15]=[CH:14][CH:13]=2)=[CH:3][CH:2]=1.[CH3:19][NH2:20], predict the reaction product. (4) Given the reactants [CH3:1][O:2][Na].[CH2:4]([O:11][C:12]1[CH:13]=[CH:14][CH:15]=[C:16]2[C:21]=1[N:20]=[C:19](Cl)[CH:18]=[CH:17]2)[C:5]1[CH:10]=[CH:9][CH:8]=[CH:7][CH:6]=1.O, predict the reaction product. The product is: [CH2:4]([O:11][C:12]1[CH:13]=[CH:14][CH:15]=[C:16]2[C:21]=1[N:20]=[C:19]([O:2][CH3:1])[CH:18]=[CH:17]2)[C:5]1[CH:10]=[CH:9][CH:8]=[CH:7][CH:6]=1. (5) Given the reactants [H-].[Na+].[O:3]=[C:4]([CH2:12][C:13]1[CH:18]=[CH:17][CH:16]=[CH:15][CH:14]=1)[CH2:5]P(=O)(OC)OC.[CH3:19][O:20][C:21](=[O:37])[CH2:22][CH2:23][CH2:24][C:25]#[C:26][CH2:27][N:28]1[C:33](=[O:34])[CH2:32][CH2:31][CH2:30][CH:29]1[CH:35]=O, predict the reaction product. The product is: [CH3:19][O:20][C:21](=[O:37])[CH2:22][CH2:23][CH2:24][C:25]#[C:26][CH2:27][N:28]1[CH:29](/[CH:35]=[CH:5]/[C:4](=[O:3])[CH2:12][C:13]2[CH:14]=[CH:15][CH:16]=[CH:17][CH:18]=2)[CH2:30][CH2:31][CH2:32][C:33]1=[O:34].